This data is from Forward reaction prediction with 1.9M reactions from USPTO patents (1976-2016). The task is: Predict the product of the given reaction. (1) Given the reactants O.[OH-].[Li+].C[O:5][C:6]([C:8]12[CH2:15][CH2:14][C:11]([C:16]3[NH:17][C:18]([C:30]4[CH:35]=[CH:34][CH:33]=[C:32]([CH3:36])[N:31]=4)=[C:19]([C:21]4[CH:29]=[CH:28][C:24]5[O:25][CH2:26][O:27][C:23]=5[CH:22]=4)[N:20]=3)([CH2:12][CH2:13]1)[CH2:10][CH2:9]2)=[O:7], predict the reaction product. The product is: [O:25]1[C:24]2[CH:28]=[CH:29][C:21]([C:19]3[N:20]=[C:16]([C:11]45[CH2:14][CH2:15][C:8]([C:6]([OH:7])=[O:5])([CH2:9][CH2:10]4)[CH2:13][CH2:12]5)[NH:17][C:18]=3[C:30]3[CH:35]=[CH:34][CH:33]=[C:32]([CH3:36])[N:31]=3)=[CH:22][C:23]=2[O:27][CH2:26]1. (2) Given the reactants [CH:1]([C:3]1[CH:4]=[C:5]([CH:23]=[CH:24][CH:25]=1)[O:6][CH2:7][C:8]([N:10]1[CH2:15][CH2:14][N:13](C(OC(C)(C)C)=O)[CH2:12][CH2:11]1)=[O:9])=[O:2].C(O)(C(F)(F)F)=O, predict the reaction product. The product is: [O:9]=[C:8]([N:10]1[CH2:15][CH2:14][NH:13][CH2:12][CH2:11]1)[CH2:7][O:6][C:5]1[CH:4]=[C:3]([CH:25]=[CH:24][CH:23]=1)[CH:1]=[O:2]. (3) Given the reactants [Br:1][C:2]1[CH:10]=[CH:9][C:5]([C:6]([OH:8])=[O:7])=[CH:4][C:3]=1[C:11]([OH:13])=[O:12].C1CCC(N=C=N[CH:23]2[CH2:28][CH2:27]CCC2)CC1.Cl[CH2:30]Cl.[CH3:32][C:33](O)([CH3:35])[CH3:34], predict the reaction product. The product is: [Br:1][C:2]1[CH:10]=[CH:9][C:5]([C:6]([O:8][C:33]([CH3:35])([CH3:34])[CH3:32])=[O:7])=[CH:4][C:3]=1[C:11]([O:13][C:28]([CH3:27])([CH3:23])[CH3:30])=[O:12]. (4) Given the reactants [Si]([O:18][CH2:19][C:20]1[C:21]([N:35]2[CH2:40][C@H:39]([CH3:41])[O:38][C@H:37]([CH3:42])[CH2:36]2)=[C:22]([F:34])[C:23]2[O:27][N:26]=[C:25]([C:28](OCC)=[O:29])[C:24]=2[CH:33]=1)(C(C)(C)C)(C1C=CC=CC=1)C1C=CC=CC=1.[NH:43]1[CH2:46][CH:45]([C:47]#[N:48])[CH2:44]1, predict the reaction product. The product is: [CH3:42][C@@H:37]1[CH2:36][N:35]([C:21]2[C:20]([CH2:19][OH:18])=[CH:33][C:24]3[C:25]([C:28]([N:43]4[CH2:46][CH:45]([C:47]#[N:48])[CH2:44]4)=[O:29])=[N:26][O:27][C:23]=3[C:22]=2[F:34])[CH2:40][C@H:39]([CH3:41])[O:38]1. (5) The product is: [OH:13][C@H:12]1[CH2:11][CH2:10][C:5](=[O:6])[CH2:4][C@H:3]1[CH3:2]. Given the reactants Cl.[CH3:2][C@H:3]1[C@@H:12]([OH:13])[CH2:11][CH2:10][C:5]2(OCC[O:6]2)[CH2:4]1, predict the reaction product. (6) Given the reactants [CH:1](=[O:8])[C:2]1[CH:7]=[CH:6][CH:5]=[CH:4][CH:3]=1.[C:9]([C:12]1[CH:17]=[CH:16][CH:15]=[CH:14][CH:13]=1)(=O)[CH3:10].C(O)(=[O:20])C.B.C(C1C=CC(C)=NC=1)C, predict the reaction product. The product is: [CH2:1]([OH:8])[C:2]1[CH:7]=[CH:6][CH:5]=[CH:4][CH:3]=1.[CH2:10]([OH:20])[CH2:9][C:12]1[CH:17]=[CH:16][CH:15]=[CH:14][CH:13]=1. (7) Given the reactants CON(C)[C:4]([C:6]1[S:10][C:9]([C:11]2[CH:16]=[CH:15][CH:14]=[CH:13][CH:12]=2)=[N:8][CH:7]=1)=[O:5].[CH2:18]([Mg]Br)[CH3:19], predict the reaction product. The product is: [C:11]1([C:9]2[S:10][C:6]([C:4](=[O:5])[CH2:18][CH3:19])=[CH:7][N:8]=2)[CH:16]=[CH:15][CH:14]=[CH:13][CH:12]=1.